This data is from Full USPTO retrosynthesis dataset with 1.9M reactions from patents (1976-2016). The task is: Predict the reactants needed to synthesize the given product. (1) Given the product [CH3:2][O:3][C:4]1[CH:5]=[C:6]([C:12]2[C:13]([CH3:25])([CH3:24])[C:14](=[O:23])[N:15]([CH:17]3[CH2:22][CH2:21][N:20]([C:30]([C:29]4[C:28]([O:27][CH3:26])=[N:36][CH:35]=[CH:34][CH:33]=4)=[O:31])[CH2:19][CH2:18]3)[N:16]=2)[CH:7]=[CH:8][C:9]=1[O:10][CH3:11], predict the reactants needed to synthesize it. The reactants are: Cl.[CH3:2][O:3][C:4]1[CH:5]=[C:6]([C:12]2[C:13]([CH3:25])([CH3:24])[C:14](=[O:23])[N:15]([CH:17]3[CH2:22][CH2:21][NH:20][CH2:19][CH2:18]3)[N:16]=2)[CH:7]=[CH:8][C:9]=1[O:10][CH3:11].[CH3:26][O:27][C:28]1[N:36]=[CH:35][CH:34]=[CH:33][C:29]=1[C:30](O)=[O:31]. (2) Given the product [CH3:16][S:26]([C:10]1[N:9]=[C:8]([CH:3]2[CH2:4][CH2:5][CH2:6][CH2:7][CH:2]2[CH3:1])[S:12][N:11]=1)(=[O:29])=[O:27], predict the reactants needed to synthesize it. The reactants are: [CH3:1][CH:2]1[CH2:7][CH2:6][CH2:5][CH2:4][CH:3]1[C:8]1[S:12][N:11]=[C:10](SC)[N:9]=1.Cl[C:16]1C=C(C=CC=1)C(OO)=O.[S:26]([O-:29])(O)=[O:27].[Na+]. (3) Given the product [Cl:17][C:18]1[CH:37]=[C:36]([Cl:38])[CH:35]=[CH:34][C:19]=1[CH2:20][N:21]1[C:25](/[CH:26]=[CH:9]/[C:10]([O:12][CH2:13][CH3:14])=[O:11])=[CH:24][C:23]([C:28]2[CH:33]=[CH:32][CH:31]=[CH:30][CH:29]=2)=[N:22]1, predict the reactants needed to synthesize it. The reactants are: C(OP([CH2:9][C:10]([O:12][CH2:13][CH3:14])=[O:11])(OCC)=O)C.[H-].[Na+].[Cl:17][C:18]1[CH:37]=[C:36]([Cl:38])[CH:35]=[CH:34][C:19]=1[CH2:20][N:21]1[C:25]([CH:26]=O)=[CH:24][C:23]([C:28]2[CH:33]=[CH:32][CH:31]=[CH:30][CH:29]=2)=[N:22]1.[Cl-].[NH4+]. (4) Given the product [CH3:23][C:18]1[CH:17]=[C:16]([CH:21]=[CH:20][C:19]=1[CH3:22])[O:15][C:5]([CH3:14])([CH2:6][C:7]1[CH:8]=[CH:9][C:10]([O:13][CH2:39][CH2:38][C:27]2[N:28]=[C:29]([C:31]3([CH3:37])[CH2:36][CH2:35][CH2:34][CH2:33][CH2:32]3)[O:30][C:26]=2[CH3:25])=[CH:11][CH:12]=1)[C:4]([OH:3])=[O:24], predict the reactants needed to synthesize it. The reactants are: C([O:3][C:4](=[O:24])[C:5]([O:15][C:16]1[CH:21]=[CH:20][C:19]([CH3:22])=[C:18]([CH3:23])[CH:17]=1)([CH3:14])[CH2:6][C:7]1[CH:12]=[CH:11][C:10]([OH:13])=[CH:9][CH:8]=1)C.[CH3:25][C:26]1[O:30][C:29]([C:31]2([CH3:37])[CH2:36][CH2:35][CH2:34][CH2:33][CH2:32]2)=[N:28][C:27]=1[CH2:38][CH2:39]OS(C1C=CC(C)=CC=1)(=O)=O. (5) The reactants are: [F:1][C:2]1[CH:7]=[CH:6][CH:5]=[C:4]([F:8])[C:3]=1[N:9]1[C:14]2[N:15]=[C:16]([S:29][CH3:30])[N:17]=[C:18]([C:19]3[CH:20]=[C:21]([CH:25]=[CH:26][C:27]=3[CH3:28])[C:22]([OH:24])=O)[C:13]=2[CH2:12][NH:11][C:10]1=[O:31].C(N(C(C)C)CC)(C)C.CN(C(ON1N=NC2C=CC=NC1=2)=[N+](C)C)C.F[P-](F)(F)(F)(F)F.[F:65][C:66]1[CH:72]=[CH:71][C:69]([NH2:70])=[CH:68][CH:67]=1. Given the product [F:1][C:2]1[CH:7]=[CH:6][CH:5]=[C:4]([F:8])[C:3]=1[N:9]1[C:14]2[N:15]=[C:16]([S:29][CH3:30])[N:17]=[C:18]([C:19]3[CH:20]=[C:21]([CH:25]=[CH:26][C:27]=3[CH3:28])[C:22]([NH:70][C:69]3[CH:71]=[CH:72][C:66]([F:65])=[CH:67][CH:68]=3)=[O:24])[C:13]=2[CH2:12][NH:11][C:10]1=[O:31], predict the reactants needed to synthesize it. (6) Given the product [CH:1]([C:4]1[N:5]=[C:6]([Sn:18]([CH2:19][CH2:20][CH2:21][CH3:22])([CH2:23][CH2:24][CH2:25][CH3:26])[CH2:14][CH2:15][CH2:16][CH3:17])[S:7][CH:8]=1)([CH3:3])[CH3:2], predict the reactants needed to synthesize it. The reactants are: [CH:1]([C:4]1[N:5]=[CH:6][S:7][CH:8]=1)([CH3:3])[CH3:2].[Li]CCCC.[CH2:14]([Sn:18](Cl)([CH2:23][CH2:24][CH2:25][CH3:26])[CH2:19][CH2:20][CH2:21][CH3:22])[CH2:15][CH2:16][CH3:17].O.